From a dataset of Catalyst prediction with 721,799 reactions and 888 catalyst types from USPTO. Predict which catalyst facilitates the given reaction. (1) Reactant: [Cl:1][C:2]1[CH:7]=[CH:6][C:5]([C:8]2[N:9]=[C:10]([N:29]3[CH:33]=[CH:32][N:31]=[C:30]3[CH3:34])[O:11][C:12]=2[CH2:13][CH2:14][CH2:15][O:16][C:17]2[CH:22]=[CH:21][CH:20]=[CH:19][C:18]=2[CH2:23][CH2:24][C:25](OC)=[O:26])=[CH:4][CH:3]=1.[H-].[Al+3].[Li+].[H-].[H-].[H-].O.O.O.O.O.O.O.O.O.O.S([O-])([O-])(=O)=O.[Na+].[Na+]. Product: [Cl:1][C:2]1[CH:3]=[CH:4][C:5]([C:8]2[N:9]=[C:10]([N:29]3[CH:33]=[CH:32][N:31]=[C:30]3[CH3:34])[O:11][C:12]=2[CH2:13][CH2:14][CH2:15][O:16][C:17]2[CH:22]=[CH:21][CH:20]=[CH:19][C:18]=2[CH2:23][CH2:24][CH2:25][OH:26])=[CH:6][CH:7]=1. The catalyst class is: 7. (2) Reactant: [Cl:1][C:2]1[CH:3]=[C:4]([NH:19][C:20]2[C:30]3[CH:29]=[C:28]([C:31]([OH:33])=O)[CH2:27][CH2:26][NH:25][C:24]=3[N:23]=[CH:22][N:21]=2)[CH:5]=[CH:6][C:7]=1[O:8][C:9]1[CH:14]=[CH:13][CH:12]=[C:11]([C:15]([F:18])([F:17])[F:16])[CH:10]=1.[OH:34]N1C2C=CC=CC=2N=N1.Cl.C(N=C=NCCCN(C)C)C.Cl.[C:57]1([S:63]([CH2:66][CH2:67][NH2:68])(=[O:65])=[O:64])[CH:62]=[CH:61][CH:60]=[CH:59][CH:58]=1.CN(C)[CH:71]=[O:72]. Product: [F:16][C:15]([F:18])([F:17])[C:71]([OH:72])=[O:34].[Cl:1][C:2]1[CH:3]=[C:4]([NH:19][C:20]2[C:30]3[CH:29]=[C:28]([C:31]([NH:68][CH2:67][CH2:66][S:63]([C:57]4[CH:62]=[CH:61][CH:60]=[CH:59][CH:58]=4)(=[O:65])=[O:64])=[O:33])[CH2:27][CH2:26][NH:25][C:24]=3[N:23]=[CH:22][N:21]=2)[CH:5]=[CH:6][C:7]=1[O:8][C:9]1[CH:14]=[CH:13][CH:12]=[C:11]([C:15]([F:16])([F:17])[F:18])[CH:10]=1. The catalyst class is: 66. (3) Reactant: [N+:1]([C:4]1[CH:9]=[CH:8][C:7]([O:10][CH3:11])=[CH:6][CH:5]=1)([O-:3])=[O:2].C1(OC)C=CC=CC=1.[Cl:20][S:21](O)(=[O:23])=[O:22]. Product: [CH3:11][O:10][C:7]1[CH:6]=[CH:5][C:4]([N+:1]([O-:3])=[O:2])=[CH:9][C:8]=1[S:21]([Cl:20])(=[O:23])=[O:22]. The catalyst class is: 26. (4) Reactant: Cl[C:2]1[C:3]2[CH:10]=[CH:9][NH:8][C:4]=2[N:5]=[CH:6][N:7]=1.[CH:11]1([C@H:16]([N:20]2[CH:24]=[C:23](B3OC(C)(C)C(C)(C)O3)[CH:22]=[N:21]2)[CH2:17][C:18]#[N:19])[CH2:15][CH2:14][CH2:13][CH2:12]1.O1CCOCC1.O.C(=O)([O-])[O-].[K+].[K+]. Product: [CH:11]1([C@H:16]([N:20]2[CH:24]=[C:23]([C:2]3[C:3]4[CH:10]=[CH:9][NH:8][C:4]=4[N:5]=[CH:6][N:7]=3)[CH:22]=[N:21]2)[CH2:17][C:18]#[N:19])[CH2:15][CH2:14][CH2:13][CH2:12]1. The catalyst class is: 73.